Dataset: Full USPTO retrosynthesis dataset with 1.9M reactions from patents (1976-2016). Task: Predict the reactants needed to synthesize the given product. (1) Given the product [ClH:1].[ClH:1].[CH:30]1([CH2:36][N:20]([CH2:21][CH2:22][C:23]2[CH:24]=[N:25][CH:26]=[CH:27][CH:28]=2)[CH2:19][CH2:18][CH2:17][CH2:16][CH2:15][O:14][C:10]2[CH:9]=[C:8]3[C:13](=[CH:12][CH:11]=2)[N:4]([CH3:3])[C:5](=[O:29])[CH:6]=[CH:7]3)[CH2:35][CH2:34][CH2:33][CH2:32][CH2:31]1, predict the reactants needed to synthesize it. The reactants are: [ClH:1].Cl.[CH3:3][N:4]1[C:13]2[C:8](=[CH:9][C:10]([O:14][CH2:15][CH2:16][CH2:17][CH2:18][CH2:19][NH:20][CH2:21][CH2:22][C:23]3[CH:24]=[N:25][CH:26]=[CH:27][CH:28]=3)=[CH:11][CH:12]=2)[CH:7]=[CH:6][C:5]1=[O:29].[CH:30]1([CH:36]=O)[CH2:35][CH2:34][CH2:33][CH2:32][CH2:31]1.[Na].C(=O)([O-])O.[Na+].C(O)C.Cl. (2) Given the product [Br:24][C:25]1[CH:30]=[CH:29][C:28]([C:31]2[O:33][C:40]([CH3:41])=[N:42][CH:32]=2)=[C:27]([F:34])[CH:26]=1, predict the reactants needed to synthesize it. The reactants are: C(O)(=O)C.C(O)(=O)C.IC1C=CC=CC=1.FC(F)(F)S(O)(=O)=O.[Br:24][C:25]1[CH:30]=[CH:29][C:28]([C:31](=[O:33])[CH3:32])=[C:27]([F:34])[CH:26]=1.C(=O)([O-])O.[Na+].[C:40](#[N:42])[CH3:41]. (3) Given the product [CH:35]1([N:25]([CH2:26][C:27]2[CH:32]=[CH:31][CH:30]=[C:29]([Cl:33])[C:28]=2[Cl:34])[C:24]([C@@H:13]2[C@@H:12]([C:39]3[CH:44]=[CH:43][C:42]([CH2:45][CH2:46][CH2:47][O:48][C:49]4[C:54]([F:55])=[CH:53][CH:52]=[C:51]([F:56])[C:50]=4[Cl:57])=[CH:41][CH:40]=3)[CH2:11][C@H:10]3[NH:16][C@@H:14]2[CH2:15][NH:8][CH2:9]3)=[O:38])[CH2:37][CH2:36]1, predict the reactants needed to synthesize it. The reactants are: C(OC([N:8]1[CH2:15][C@H:14]2[N:16](C(OC(C)(C)C)=O)[C@H:10]([CH2:11][C@H:12]([C:39]3[CH:44]=[CH:43][C:42]([CH2:45][CH2:46][CH2:47][O:48][C:49]4[C:54]([F:55])=[CH:53][CH:52]=[C:51]([F:56])[C:50]=4[Cl:57])=[CH:41][CH:40]=3)[C@H:13]2[C:24](=[O:38])[N:25]([CH:35]2[CH2:37][CH2:36]2)[CH2:26][C:27]2[CH:32]=[CH:31][CH:30]=[C:29]([Cl:33])[C:28]=2[Cl:34])[CH2:9]1)=O)(C)(C)C.Cl. (4) Given the product [F:1][C:2]1[CH:7]=[CH:6][C:5]([F:8])=[CH:4][C:3]=1[C:9]1[N:13]=[C:12]([C@H:14]([N:19]([CH2:20][C@H:21]2[C@@H:25]([F:26])[CH2:24][N:23]([C:27]([O:29][CH2:30][C:31]3[CH:36]=[CH:35][CH:34]=[CH:33][CH:32]=3)=[O:28])[CH2:22]2)[C:81]([N:80]2[CH2:84][C@@H:85]([CH3:89])[O:53][C@@H:76]([CH3:77])[CH2:75]2)=[O:82])[C:15]([CH3:18])([CH3:16])[CH3:17])[N:11]([CH2:37][C:38]2[CH:43]=[CH:42][CH:41]=[C:40]([F:44])[CH:39]=2)[N:10]=1, predict the reactants needed to synthesize it. The reactants are: [F:1][C:2]1[CH:7]=[CH:6][C:5]([F:8])=[CH:4][C:3]=1[C:9]1[N:13]=[C:12]([C@H:14]([NH:19][CH2:20][C@H:21]2[C@@H:25]([F:26])[CH2:24][N:23]([C:27]([O:29][CH2:30][C:31]3[CH:36]=[CH:35][CH:34]=[CH:33][CH:32]=3)=[O:28])[CH2:22]2)[C:15]([CH3:18])([CH3:17])[CH3:16])[N:11]([CH2:37][C:38]2[CH:43]=[CH:42][CH:41]=[C:40]([F:44])[CH:39]=2)[N:10]=1.C(N(CC)CC)C.C(Cl)(Cl)=[O:53].C1(C)C=CC=CC=1.C(N1C([C@H:75]([N:80]([CH2:84][C@H:85]2[C@@H:89](F)CN(C(OCC3C=CC=CC=3)=O)C2)[C:81](Cl)=[O:82])[C:76](C)(C)[CH3:77])=NC(C2C=C(F)C=CC=2F)=N1)C1C=CC=CC=1.CC1OC(C)CNC1. (5) The reactants are: [CH2:1]([CH:4]([NH2:8])[CH2:5][CH:6]=[CH2:7])[CH:2]=[CH2:3].[Br:9][CH2:10][CH2:11][CH2:12][CH2:13][CH2:14][CH2:15][CH2:16][CH2:17][CH2:18][CH3:19]. Given the product [Br-:9].[CH2:10]([NH2+:8][CH:4]([CH2:5][CH:6]=[CH2:7])[CH2:1][CH:2]=[CH2:3])[CH2:11][CH2:12][CH2:13][CH2:14][CH2:15][CH2:16][CH2:17][CH2:18][CH3:19], predict the reactants needed to synthesize it. (6) The reactants are: [CH3:1][O:2][C:3]1[CH:8]=[CH:7][C:6]([N:9]2[CH2:14][C@@H:13]3[CH2:15][C@H:10]2[CH2:11][O:12]3)=[CH:5][C:4]=1[NH2:16].[C:17]([N:25]=[C:26]=[S:27])(=[O:24])[C:18]1[CH:23]=[CH:22][CH:21]=[CH:20][CH:19]=1. Given the product [C:17]([NH:25][C:26]([NH:16][C:4]1[CH:5]=[C:6]([N:9]2[CH2:14][C@@H:13]3[CH2:15][C@H:10]2[CH2:11][O:12]3)[CH:7]=[CH:8][C:3]=1[O:2][CH3:1])=[S:27])(=[O:24])[C:18]1[CH:23]=[CH:22][CH:21]=[CH:20][CH:19]=1, predict the reactants needed to synthesize it.